From a dataset of Full USPTO retrosynthesis dataset with 1.9M reactions from patents (1976-2016). Predict the reactants needed to synthesize the given product. (1) Given the product [Br:1][CH2:2][CH2:3][CH2:4][CH2:5][CH2:6][C@@H:20]1[C@@:21]2([CH3:22])[C:16]([CH2:15][CH2:14][C@@H:13]3[C@@H:23]2[CH2:24][CH2:25][C@@:8]2([CH3:7])[C@H:12]3[CH2:11][CH2:10][C:9]2=[O:27])=[CH:17][C:18](=[O:26])[CH2:19]1, predict the reactants needed to synthesize it. The reactants are: [Br:1][CH2:2][CH2:3][CH2:4][CH:5]=[CH2:6].[CH3:7][C@:8]12[CH2:25][CH2:24][C@H:23]3[C@@H:13]([CH2:14][CH2:15][C:16]4[C@:21]3([CH3:22])[CH:20]=[CH:19][C:18](=[O:26])[CH:17]=4)[C@@H:12]1[CH2:11][CH2:10][C:9]2=[O:27].C[Si](Cl)(C)C. (2) Given the product [CH2:1]([C:8]1[O:12][N:11]=[C:10]([C:13]([NH:15][C@H:16]2[CH2:22][O:21][C:20]3[CH:23]=[CH:24][C:25]([C:27]4[N:29]([CH2:30][CH2:31][C:32]#[N:33])[N:54]=[N:53][N:52]=4)=[CH:26][C:19]=3[N:18]([CH3:34])[C:17]2=[O:35])=[O:14])[CH:9]=1)[C:2]1[CH:7]=[CH:6][CH:5]=[CH:4][CH:3]=1, predict the reactants needed to synthesize it. The reactants are: [CH2:1]([C:8]1[O:12][N:11]=[C:10]([C:13]([NH:15][C@H:16]2[CH2:22][O:21][C:20]3[CH:23]=[CH:24][C:25]([C:27]([NH:29][CH2:30][CH2:31][C:32]#[N:33])=O)=[CH:26][C:19]=3[N:18]([CH3:34])[C:17]2=[O:35])=[O:14])[CH:9]=1)[C:2]1[CH:7]=[CH:6][CH:5]=[CH:4][CH:3]=1.N1C=CC=CC=1.P(Cl)(Cl)(Cl)(Cl)Cl.[Si]([N:52]=[N+:53]=[N-:54])(C)(C)C. (3) Given the product [C:16]([NH:20][S:21]([C:24]1[CH:29]=[CH:28][CH:27]=[C:26]([C:30]2[N:38]3[C:33]([CH:34]=[N:35][C:36]([NH:15][C:11]4[CH:12]=[CH:13][CH:14]=[C:9]([O:8][CH2:7][CH:3]5[CH2:4][CH2:5][CH2:6][N:2]5[CH3:1])[CH:10]=4)=[N:37]3)=[CH:32][CH:31]=2)[CH:25]=1)(=[O:22])=[O:23])([CH3:19])([CH3:17])[CH3:18], predict the reactants needed to synthesize it. The reactants are: [CH3:1][N:2]1[CH2:6][CH2:5][CH2:4][CH:3]1[CH2:7][O:8][C:9]1[CH:10]=[C:11]([NH2:15])[CH:12]=[CH:13][CH:14]=1.[C:16]([NH:20][S:21]([C:24]1[CH:29]=[CH:28][CH:27]=[C:26]([C:30]2[N:38]3[C:33]([CH:34]=[N:35][C:36](S(C)=O)=[N:37]3)=[CH:32][CH:31]=2)[CH:25]=1)(=[O:23])=[O:22])([CH3:19])([CH3:18])[CH3:17]. (4) Given the product [CH:3]1([CH2:6][O:7][C:14]2[N:13]=[C:12]([C:10]([OH:11])=[O:9])[CH:17]=[CH:16][C:15]=2[C:18]([F:21])([F:19])[F:20])[CH2:5][CH2:4]1, predict the reactants needed to synthesize it. The reactants are: [H-].[Na+].[CH:3]1([CH2:6][OH:7])[CH2:5][CH2:4]1.C[O:9][C:10]([C:12]1[CH:17]=[CH:16][C:15]([C:18]([F:21])([F:20])[F:19])=[C:14](Cl)[N:13]=1)=[O:11].Cl. (5) Given the product [O:9]1[CH:10]=[CH:11][N:12]=[C:8]1[C:6]1[N:5]=[C:4]2[CH2:13][CH2:14][CH2:15][C:3]2=[C:2]([NH:16][C:17]2[CH:22]=[CH:21][C:20]([CH2:23][CH2:24][OH:25])=[CH:19][CH:18]=2)[CH:7]=1, predict the reactants needed to synthesize it. The reactants are: Cl[C:2]1[CH:7]=[C:6]([C:8]2[O:9][CH:10]=[CH:11][N:12]=2)[N:5]=[C:4]2[CH2:13][CH2:14][CH2:15][C:3]=12.[NH2:16][C:17]1[CH:22]=[CH:21][C:20]([CH2:23][CH2:24][OH:25])=[CH:19][CH:18]=1. (6) Given the product [CH2:4]([O:3][P:2]([CH2:1][C:25]12[CH2:24][CH2:23][C:22]([NH:21][S:18]([CH:15]3[CH2:17][CH2:16]3)(=[O:20])=[O:19])([CH2:27][CH2:26]1)[CH2:29][CH2:28]2)(=[O:9])[O:6][CH2:7][CH3:8])[CH3:5], predict the reactants needed to synthesize it. The reactants are: [CH3:1][P:2](=[O:9])([O:6][CH2:7][CH3:8])[O:3][CH2:4][CH3:5].[Li]CCCC.[CH:15]1([S:18]([NH:21][C:22]23[CH2:29][CH2:28][C:25](C(OC)=O)([CH2:26][CH2:27]2)[CH2:24][CH2:23]3)(=[O:20])=[O:19])[CH2:17][CH2:16]1.[NH4+].[Cl-]. (7) Given the product [CH3:23][NH:24][C:25](=[O:29])[C:17]1[CH:16]=[CH:12][CH:11]=[CH:10][C:9]=1[B:4]1[O:5][C:6]([CH3:7])([CH3:8])[C:2]([CH3:1])([CH3:18])[O:3]1, predict the reactants needed to synthesize it. The reactants are: [CH3:1][C:2]1([CH3:18])[C:6]([CH3:8])([CH3:7])[O:5][B:4]([C:9]2[CH:17]=[CH:16][C:12](C(O)=O)=[CH:11][CH:10]=2)[O:3]1.C(Cl)CCl.[CH3:23][NH:24][CH3:25].C1C[O:29]CC1. (8) Given the product [ClH:30].[ClH:30].[F:29][C:26]([F:27])([F:28])[C:21]1[CH:22]=[CH:23][CH:24]=[CH:25][C:20]=1[C:19]1[C:14]([N:11]2[CH2:10][CH2:9][NH:8][CH2:13][CH2:12]2)=[N:15][CH:16]=[CH:17][N:18]=1, predict the reactants needed to synthesize it. The reactants are: C(OC([N:8]1[CH2:13][CH2:12][N:11]([C:14]2[C:19]([C:20]3[CH:25]=[CH:24][CH:23]=[CH:22][C:21]=3[C:26]([F:29])([F:28])[F:27])=[N:18][CH:17]=[CH:16][N:15]=2)[CH2:10][CH2:9]1)=O)(C)(C)C.[ClH:30]. (9) Given the product [CH3:12][C@H:13]1[CH2:18][CH2:17][CH2:16][N:15]([CH2:5][CH2:4][CH2:2][OH:3])[CH2:14]1, predict the reactants needed to synthesize it. The reactants are: C(O)(=O)[C@H:2]([C:4]1C=CC=C[CH:5]=1)[OH:3].[CH3:12][C@H:13]1[CH2:18][CH2:17][CH2:16][NH:15][CH2:14]1.BrCCCO.C(=O)([O-])[O-].[K+].[K+]. (10) Given the product [NH2:10][C:9]1[CH:8]=[C:5]([CH:4]=[C:3]([CH:13]([CH3:15])[CH3:14])[C:2]=1[OH:1])[C:6]#[N:7], predict the reactants needed to synthesize it. The reactants are: [OH:1][C:2]1[C:9]([N+:10]([O-])=O)=[CH:8][C:5]([C:6]#[N:7])=[CH:4][C:3]=1[C:13]([CH3:15])=[CH2:14].